Task: Predict the product of the given reaction.. Dataset: Forward reaction prediction with 1.9M reactions from USPTO patents (1976-2016) (1) Given the reactants N12CCCN=C1CCCCC2.[F:12][C:13]([F:27])([F:26])[C:14]1[CH:19]=[CH:18][N:17]=[C:16]([C:20]2[NH:21][O:22][C:23](=[O:25])[N:24]=2)[CH:15]=1.[CH:28]([N:31]([CH:35]([CH3:37])[CH3:36])[C:32](Cl)=[O:33])([CH3:30])[CH3:29], predict the reaction product. The product is: [F:27][C:13]([F:12])([F:26])[C:14]1[CH:19]=[CH:18][N:17]=[C:16]([C:20]2[N:24]([C:32]([N:31]([CH:35]([CH3:37])[CH3:36])[CH:28]([CH3:30])[CH3:29])=[O:33])[C:23](=[O:25])[O:22][N:21]=2)[CH:15]=1. (2) Given the reactants [O:1]=[C:2]1[N:6]([C:7]2[CH:12]=[CH:11][C:10]([N:13]3[CH2:18][CH2:17][O:16][CH2:15][C:14]3=[O:19])=[CH:9][CH:8]=2)[CH2:5][C@H:4]([CH2:20][N:21]2C(=O)C3C(=CC=CC=3)C2=O)[O:3]1.CN.C(O)(=O)C(O)=O, predict the reaction product. The product is: [NH2:21][CH2:20][C@@H:4]1[O:3][C:2](=[O:1])[N:6]([C:7]2[CH:12]=[CH:11][C:10]([N:13]3[CH2:18][CH2:17][O:16][CH2:15][C:14]3=[O:19])=[CH:9][CH:8]=2)[CH2:5]1. (3) Given the reactants [F:1][C:2]1[CH:3]=[C:4]([C:8]2[S:12][C:11]([N:13]([CH3:21])[C:14]([NH:16][CH2:17][CH2:18][S:19][CH3:20])=[O:15])=[N:10][N:9]=2)[CH:5]=[N:6][CH:7]=1.[H-].[Na+].I[CH3:25], predict the reaction product. The product is: [F:1][C:2]1[CH:3]=[C:4]([C:8]2[S:12][C:11]([N:13]([CH3:21])[C:14]([N:16]([CH3:25])[CH2:17][CH2:18][S:19][CH3:20])=[O:15])=[N:10][N:9]=2)[CH:5]=[N:6][CH:7]=1. (4) Given the reactants [N+:1]([C:4]1[CH:5]=[C:6]([CH:9]=[CH:10][CH:11]=1)[CH2:7][NH2:8])([O-:3])=[O:2].C([O:16][C:17]([C:19]1[CH:24]=[CH:23][CH:22]=[CH:21][C:20]=1[C:25]1[CH:30]=[CH:29][C:28]([CH2:31][N:32]2[C:40]3[C:35](=[CH:36][C:37]([C:41](O)=[O:42])=[CH:38][CH:39]=3)[C:34]([CH3:44])=[C:33]2[CH3:45])=[CH:27][CH:26]=1)=[O:18])(C)(C)C, predict the reaction product. The product is: [CH3:45][C:33]1[N:32]([CH2:31][C:28]2[CH:29]=[CH:30][C:25]([C:20]3[C:19]([C:17]([OH:18])=[O:16])=[CH:24][CH:23]=[CH:22][CH:21]=3)=[CH:26][CH:27]=2)[C:40]2[C:35]([C:34]=1[CH3:44])=[CH:36][C:37]([C:41](=[O:42])[NH:8][CH2:7][C:6]1[CH:9]=[CH:10][CH:11]=[C:4]([N+:1]([O-:3])=[O:2])[CH:5]=1)=[CH:38][CH:39]=2. (5) Given the reactants [F:1][C:2]1[CH:7]=[CH:6][C:5]([F:8])=[CH:4][C:3]=1[C@H:9]1[NH:14][C:13](=[O:15])[CH2:12][CH2:11][C@@H:10]1[N+:16]([O-])=O.[BH4-].[Na+].[C:21](O[C:21]([O:23][C:24]([CH3:27])([CH3:26])[CH3:25])=[O:22])([O:23][C:24]([CH3:27])([CH3:26])[CH3:25])=[O:22].C(=O)([O-])O.[Na+], predict the reaction product. The product is: [C:24]([O:23][C:21](=[O:22])[NH:16][C@H:10]1[CH2:11][CH2:12][C:13](=[O:15])[NH:14][C@@H:9]1[C:3]1[CH:4]=[C:5]([F:8])[CH:6]=[CH:7][C:2]=1[F:1])([CH3:27])([CH3:26])[CH3:25]. (6) Given the reactants Cl[C:2]1[N:6]([CH3:7])[N:5]=[CH:4][C:3]=1[N+:8]([O-:10])=[O:9].CC1(C)C(C)(C)OB([C:19]2[CH:27]=[C:26]3[C:22]([CH2:23][CH2:24][CH:25]3[NH:28][C:29](=[O:35])[O:30][C:31]([CH3:34])([CH3:33])[CH3:32])=[CH:21][CH:20]=2)O1.C([O-])([O-])=O.[Na+].[Na+], predict the reaction product. The product is: [CH3:7][N:6]1[C:2]([C:19]2[CH:27]=[C:26]3[C:22]([CH2:23][CH2:24][CH:25]3[NH:28][C:29](=[O:35])[O:30][C:31]([CH3:33])([CH3:32])[CH3:34])=[CH:21][CH:20]=2)=[C:3]([N+:8]([O-:10])=[O:9])[CH:4]=[N:5]1. (7) Given the reactants [BH-](OC(C)=O)(OC(C)=O)OC(C)=O.[Na+].[Br:15][C:16]1[CH:23]=[C:22]([C:24]([F:27])([F:26])[F:25])[CH:21]=[CH:20][C:17]=1[CH:18]=O.[Cl:28][C:29]1[CH:34]=[C:33]([Cl:35])[CH:32]=[CH:31][C:30]=1[C:36]1[CH:41]=[CH:40][C:39]([NH2:42])=[CH:38][CH:37]=1.CC(O)=O, predict the reaction product. The product is: [Br:15][C:16]1[CH:23]=[C:22]([C:24]([F:27])([F:26])[F:25])[CH:21]=[CH:20][C:17]=1[CH2:18][NH:42][C:39]1[CH:38]=[CH:37][C:36]([C:30]2[CH:31]=[CH:32][C:33]([Cl:35])=[CH:34][C:29]=2[Cl:28])=[CH:41][CH:40]=1.